This data is from NCI-60 drug combinations with 297,098 pairs across 59 cell lines. The task is: Regression. Given two drug SMILES strings and cell line genomic features, predict the synergy score measuring deviation from expected non-interaction effect. (1) Drug 1: CN1C(=O)N2C=NC(=C2N=N1)C(=O)N. Drug 2: CC1CCC2CC(C(=CC=CC=CC(CC(C(=O)C(C(C(=CC(C(=O)CC(OC(=O)C3CCCCN3C(=O)C(=O)C1(O2)O)C(C)CC4CCC(C(C4)OC)O)C)C)O)OC)C)C)C)OC. Cell line: SN12C. Synergy scores: CSS=10.5, Synergy_ZIP=-1.35, Synergy_Bliss=0.686, Synergy_Loewe=-17.3, Synergy_HSA=-3.10. (2) Drug 1: COC1=NC(=NC2=C1N=CN2C3C(C(C(O3)CO)O)O)N. Drug 2: CC1CCCC2(C(O2)CC(NC(=O)CC(C(C(=O)C(C1O)C)(C)C)O)C(=CC3=CSC(=N3)C)C)C. Cell line: A549. Synergy scores: CSS=53.1, Synergy_ZIP=3.96, Synergy_Bliss=2.64, Synergy_Loewe=-12.1, Synergy_HSA=3.24. (3) Drug 1: CC=C1C(=O)NC(C(=O)OC2CC(=O)NC(C(=O)NC(CSSCCC=C2)C(=O)N1)C(C)C)C(C)C. Drug 2: C1CN(CCN1C(=O)CCBr)C(=O)CCBr. Cell line: OVCAR-5. Synergy scores: CSS=49.0, Synergy_ZIP=0.653, Synergy_Bliss=2.84, Synergy_Loewe=-29.1, Synergy_HSA=2.28. (4) Drug 1: CCC1=CC2CC(C3=C(CN(C2)C1)C4=CC=CC=C4N3)(C5=C(C=C6C(=C5)C78CCN9C7C(C=CC9)(C(C(C8N6C)(C(=O)OC)O)OC(=O)C)CC)OC)C(=O)OC.C(C(C(=O)O)O)(C(=O)O)O. Drug 2: CNC(=O)C1=NC=CC(=C1)OC2=CC=C(C=C2)NC(=O)NC3=CC(=C(C=C3)Cl)C(F)(F)F. Cell line: MCF7. Synergy scores: CSS=52.1, Synergy_ZIP=0.638, Synergy_Bliss=0.451, Synergy_Loewe=0.758, Synergy_HSA=4.51. (5) Drug 1: CS(=O)(=O)C1=CC(=C(C=C1)C(=O)NC2=CC(=C(C=C2)Cl)C3=CC=CC=N3)Cl. Drug 2: C1CNP(=O)(OC1)N(CCCl)CCCl. Cell line: NCIH23. Synergy scores: CSS=-3.07, Synergy_ZIP=0.263, Synergy_Bliss=-2.18, Synergy_Loewe=-8.84, Synergy_HSA=-5.00. (6) Drug 1: C1CN(CCN1C(=O)CCBr)C(=O)CCBr. Drug 2: CCC1(C2=C(COC1=O)C(=O)N3CC4=CC5=C(C=CC(=C5CN(C)C)O)N=C4C3=C2)O.Cl. Cell line: HL-60(TB). Synergy scores: CSS=92.2, Synergy_ZIP=-0.803, Synergy_Bliss=-1.18, Synergy_Loewe=-12.5, Synergy_HSA=0.195. (7) Drug 1: CC=C1C(=O)NC(C(=O)OC2CC(=O)NC(C(=O)NC(CSSCCC=C2)C(=O)N1)C(C)C)C(C)C. Drug 2: C1=CC=C(C=C1)NC(=O)CCCCCCC(=O)NO. Cell line: NCIH23. Synergy scores: CSS=38.9, Synergy_ZIP=-0.132, Synergy_Bliss=-0.326, Synergy_Loewe=-18.8, Synergy_HSA=0.720. (8) Drug 1: C1CC(=O)NC(=O)C1N2CC3=C(C2=O)C=CC=C3N. Drug 2: CC12CCC3C(C1CCC2OP(=O)(O)O)CCC4=C3C=CC(=C4)OC(=O)N(CCCl)CCCl.[Na+]. Cell line: OVCAR-8. Synergy scores: CSS=-1.33, Synergy_ZIP=-1.25, Synergy_Bliss=-5.11, Synergy_Loewe=-3.34, Synergy_HSA=-4.31. (9) Drug 1: COC1=C(C=C2C(=C1)N=CN=C2NC3=CC(=C(C=C3)F)Cl)OCCCN4CCOCC4. Drug 2: CC12CCC3C(C1CCC2O)C(CC4=C3C=CC(=C4)O)CCCCCCCCCS(=O)CCCC(C(F)(F)F)(F)F. Cell line: RPMI-8226. Synergy scores: CSS=12.6, Synergy_ZIP=-5.48, Synergy_Bliss=1.05, Synergy_Loewe=-1.08, Synergy_HSA=-1.60.